This data is from Forward reaction prediction with 1.9M reactions from USPTO patents (1976-2016). The task is: Predict the product of the given reaction. (1) Given the reactants Cl[CH2:2][C:3](=O)[CH2:4][C:5]([O:7][CH2:8][CH3:9])=[O:6].[C:11]([NH2:14])(=[S:13])[CH3:12].C(=O)(O)[O-].[Na+], predict the reaction product. The product is: [CH3:12][C:11]1[S:13][CH:2]=[C:3]([CH2:4][C:5]([O:7][CH2:8][CH3:9])=[O:6])[N:14]=1. (2) Given the reactants [CH2:1]([N:8]1[CH2:12][CH:11]([N:13](C(OC(C)(C)C)=O)[CH2:14][C:15]2[CH:20]=[CH:19][C:18]([F:21])=[CH:17][C:16]=2[F:22])[CH2:10][CH:9]1[C:30](O)=[O:31])[C:2]1[CH:7]=[CH:6][CH:5]=[CH:4][CH:3]=1.[CH3:33][O:34][C:35]1[CH:40]=[CH:39][CH:38]=[CH:37][C:36]=1[N:41]1[CH2:46][CH2:45][NH:44][CH2:43][CH2:42]1, predict the reaction product. The product is: [CH2:1]([N:8]1[CH2:12][C@@H:11]([NH:13][CH2:14][C:15]2[CH:20]=[CH:19][C:18]([F:21])=[CH:17][C:16]=2[F:22])[CH2:10][C@H:9]1[C:30]([N:44]1[CH2:43][CH2:42][N:41]([C:36]2[CH:37]=[CH:38][CH:39]=[CH:40][C:35]=2[O:34][CH3:33])[CH2:46][CH2:45]1)=[O:31])[C:2]1[CH:3]=[CH:4][CH:5]=[CH:6][CH:7]=1. (3) Given the reactants [C:1]([C:3]1[CH:8]=[CH:7][C:6](/[CH:9]=[CH:10]/[C:11]([O:13][CH3:14])=[O:12])=[CH:5][CH:4]=1)#[N:2].[H][H], predict the reaction product. The product is: [NH2:2][CH2:1][C:3]1[CH:8]=[CH:7][C:6]([CH2:9][CH2:10][C:11]([O:13][CH3:14])=[O:12])=[CH:5][CH:4]=1.